Task: Predict the reactants needed to synthesize the given product.. Dataset: Full USPTO retrosynthesis dataset with 1.9M reactions from patents (1976-2016) Given the product [C:1]1([NH:7][C:8](=[O:17])[CH2:9][C:10]2[CH:15]=[CH:14][C:13]([B:18]3[O:22][C:21]([CH3:24])([CH3:23])[C:20]([CH3:26])([CH3:25])[O:19]3)=[CH:12][CH:11]=2)[CH:6]=[CH:5][CH:4]=[CH:3][CH:2]=1, predict the reactants needed to synthesize it. The reactants are: [C:1]1([NH:7][C:8](=[O:17])[CH2:9][C:10]2[CH:15]=[CH:14][C:13](Br)=[CH:12][CH:11]=2)[CH:6]=[CH:5][CH:4]=[CH:3][CH:2]=1.[B:18]1([B:18]2[O:22][C:21]([CH3:24])([CH3:23])[C:20]([CH3:26])([CH3:25])[O:19]2)[O:22][C:21]([CH3:24])([CH3:23])[C:20]([CH3:26])([CH3:25])[O:19]1.C([O-])(=O)C.[K+].ClCCl.